This data is from Reaction yield outcomes from USPTO patents with 853,638 reactions. The task is: Predict the reaction yield, written as a fraction of the theoretical maximum amount of product (1.0 means a 100% yield; for example, 0.34 means a 34% yield). (1) The reactants are [CH3:1][O:2][C:3]1[CH:11]=[CH:10][C:6]([C:7]([OH:9])=[O:8])=[C:5]([N+:12]([O-])=O)[CH:4]=1. The catalyst is CO.[Pd]. The product is [NH2:12][C:5]1[CH:4]=[C:3]([O:2][CH3:1])[CH:11]=[CH:10][C:6]=1[C:7]([OH:9])=[O:8]. The yield is 0.876. (2) The reactants are [C:1]1(=[O:8])[CH2:6][CH2:5][CH2:4][C:3](=[O:7])[CH2:2]1.[CH3:9][C:10]([CH3:15])([CH2:13]O)[CH2:11][OH:12].C(Cl)Cl.[OH-].[Na+]. The catalyst is C1(C)C=CC(S(O)(=O)=O)=CC=1.O. The product is [CH3:9][C:10]1([CH3:15])[CH2:11][O:12][C:3]2([CH2:4][CH2:5][CH2:6][C:1](=[O:8])[CH2:2]2)[O:7][CH2:13]1. The yield is 0.500. (3) The reactants are [CH3:1][C:2]1[CH:8]=[CH:7][CH:6]=[C:5]([N+:9]([O-])=O)[C:3]=1[NH2:4].[H][H]. The catalyst is [C].[Pd].C(O)C. The product is [CH3:1][C:2]1[CH:8]=[CH:7][CH:6]=[C:5]([NH2:9])[C:3]=1[NH2:4]. The yield is 0.970. (4) The reactants are [O:1]=[C:2]1[CH2:10][C:9]2[C:8]([C:11]#[N:12])=[CH:7][CH:6]=[CH:5][C:4]=2[NH:3]1.C[Si]([N-][Si](C)(C)C)(C)C.[Na+].Cl.[CH2:24]([N:31]([CH2:35][CH2:36]Cl)[CH2:32][CH2:33]Cl)[C:25]1[CH:30]=[CH:29][CH:28]=[CH:27][CH:26]=1. The catalyst is C1COCC1. The product is [CH2:24]([N:31]1[CH2:35][CH2:36][C:10]2([C:9]3[C:8]([C:11]#[N:12])=[CH:7][CH:6]=[CH:5][C:4]=3[NH:3][C:2]2=[O:1])[CH2:33][CH2:32]1)[C:25]1[CH:30]=[CH:29][CH:28]=[CH:27][CH:26]=1. The yield is 0.420. (5) The reactants are [CH2:1]([N:8]1[CH2:20][C@H:19]2[C@:10](C(OCC)=O)([C:11](=[O:23])[N:12]3[CH2:22][CH2:21][C:14]4[CH:15]=[CH:16][CH:17]=[C:18]2[C:13]3=4)[CH2:9]1)[C:2]1[CH:7]=[CH:6][CH:5]=[CH:4][CH:3]=1.Cl. The catalyst is O1CCOCC1. The product is [CH2:1]([N:8]1[CH2:20][C@H:19]2[C@H:10]([C:11](=[O:23])[N:12]3[CH2:22][CH2:21][C:14]4[CH:15]=[CH:16][CH:17]=[C:18]2[C:13]3=4)[CH2:9]1)[C:2]1[CH:3]=[CH:4][CH:5]=[CH:6][CH:7]=1. The yield is 0.960. (6) The reactants are C1C([C:7]2[C:16](=O)[C:15]3[CH:14]=[CH:13][C:12](O)=[CH:11][C:10]=3[O:9][CH:8]=2)=CC=C(O)C=1.C(N(C(C)C)CC)(C)C.ClC[O:31]C.C(=O)(O)[O-].[Na+]. The catalyst is CCOC(C)=O.CCCCCC.ClCCl.O. The product is [O:9]1[C:10]2[C:15](=[CH:14][CH:13]=[CH:12][CH:11]=2)[CH:16]=[CH:7][C:8]1=[O:31]. The yield is 0.970. (7) The reactants are [NH2:1][C:2]1[C:3]([C:16]([O:18][CH3:19])=[O:17])=[N:4][C:5]([C:9]2[CH:14]=[CH:13][CH:12]=[C:11](Br)[CH:10]=2)=[C:6]([F:8])[CH:7]=1.[CH3:20][C:21]1[O:25][C:24]([C@:26]([OH:30])([C:28]#[CH:29])[CH3:27])=[N:23][N:22]=1. No catalyst specified. The product is [NH2:1][C:2]1[C:3]([C:16]([O:18][CH3:19])=[O:17])=[N:4][C:5]([C:9]2[CH:14]=[CH:13][CH:12]=[C:11]([C:29]#[C:28][C@@:26]([OH:30])([C:24]3[O:25][C:21]([CH3:20])=[N:22][N:23]=3)[CH3:27])[CH:10]=2)=[C:6]([F:8])[CH:7]=1. The yield is 0.680. (8) The reactants are [N:1]1([CH2:7][CH2:8][CH2:9][CH2:10][O:11][C:12]2[CH:17]=[CH:16][C:15]([NH2:18])=[CH:14][CH:13]=2)[CH2:6][CH2:5][CH2:4][CH2:3][CH2:2]1.[F:19][C:20]1[CH:28]=[C:27]2[C:23]([C:24](=[CH:30]O)[C:25](=[O:29])[NH:26]2)=[CH:22][CH:21]=1. No catalyst specified. The product is [F:19][C:20]1[CH:28]=[C:27]2[C:23]([C:24](=[CH:30][NH:18][C:15]3[CH:14]=[CH:13][C:12]([O:11][CH2:10][CH2:9][CH2:8][CH2:7][N:1]4[CH2:2][CH2:3][CH2:4][CH2:5][CH2:6]4)=[CH:17][CH:16]=3)[C:25](=[O:29])[NH:26]2)=[CH:22][CH:21]=1. The yield is 0.730. (9) The reactants are [CH3:1][O:2][C:3]1[CH:4]=[CH:5][C:6]([CH:9]=O)=[CH:7][CH:8]=1.[C:11](#[N:15])[CH2:12][C:13]#[N:14].C(N(CC)CC)C.[CH3:23][N:24]1[C:28](=[O:29])[CH2:27][C:26]([CH3:30])=[N:25]1. The catalyst is C(O)C. The product is [NH2:14][C:13]1[O:29][C:28]2[N:24]([CH3:23])[N:25]=[C:26]([CH3:30])[C:27]=2[CH:9]([C:6]2[CH:7]=[CH:8][C:3]([O:2][CH3:1])=[CH:4][CH:5]=2)[C:12]=1[C:11]#[N:15]. The yield is 0.440. (10) The reactants are [F:1][C:2]1[CH:7]=[CH:6][C:5]([C:8]2[C:12]([C:13]3[CH:18]=[CH:17][C:16]([F:19])=[CH:15][CH:14]=3)=[C:11]([CH:20]=[O:21])[N:10]([CH:22]([CH3:24])[CH3:23])[C:9]=2[C:25]([OH:27])=[O:26])=[CH:4][CH:3]=1.C1CCN2C(=NCCC2)CC1.[CH2:39](Br)[C:40]1[CH:45]=[CH:44][CH:43]=[CH:42][CH:41]=1. The catalyst is C1COCC1. The product is [CH2:39]([O:26][C:25]([C:9]1[N:10]([CH:22]([CH3:24])[CH3:23])[C:11]([CH:20]=[O:21])=[C:12]([C:13]2[CH:14]=[CH:15][C:16]([F:19])=[CH:17][CH:18]=2)[C:8]=1[C:5]1[CH:4]=[CH:3][C:2]([F:1])=[CH:7][CH:6]=1)=[O:27])[C:40]1[CH:45]=[CH:44][CH:43]=[CH:42][CH:41]=1. The yield is 0.950.